From a dataset of Full USPTO retrosynthesis dataset with 1.9M reactions from patents (1976-2016). Predict the reactants needed to synthesize the given product. (1) Given the product [CH3:1][N:2]([CH3:9])[CH:3]1[CH2:8][CH2:7][N:6]([CH2:11][C:12]#[N:13])[CH2:5][CH2:4]1, predict the reactants needed to synthesize it. The reactants are: [CH3:1][N:2]([CH3:9])[CH:3]1[CH2:8][CH2:7][NH:6][CH2:5][CH2:4]1.Br[CH2:11][C:12]#[N:13]. (2) Given the product [O:1]1[CH2:6][CH2:5][O:4][C:3]2[CH:7]=[C:8]([NH:11][S:12]([C:15]3[CH:20]=[CH:19][C:18]([C:35]#[C:34][CH2:33][NH:32][C:30](=[O:31])[CH2:29][O:28][CH2:27][C:26]4[CH:25]=[CH:24][C:23]([F:22])=[CH:37][CH:36]=4)=[CH:17][CH:16]=3)(=[O:14])=[O:13])[CH:9]=[CH:10][C:2]1=2, predict the reactants needed to synthesize it. The reactants are: [O:1]1[CH2:6][CH2:5][O:4][C:3]2[CH:7]=[C:8]([NH:11][S:12]([C:15]3[CH:20]=[CH:19][C:18](I)=[CH:17][CH:16]=3)(=[O:14])=[O:13])[CH:9]=[CH:10][C:2]1=2.[F:22][C:23]1[CH:37]=[CH:36][C:26]([CH2:27][O:28][CH2:29][C:30]([NH:32][CH2:33][C:34]#[CH:35])=[O:31])=[CH:25][CH:24]=1.C(N(CC)CC)C.